This data is from Acute oral toxicity (LD50) regression data from Zhu et al.. The task is: Regression/Classification. Given a drug SMILES string, predict its toxicity properties. Task type varies by dataset: regression for continuous values (e.g., LD50, hERG inhibition percentage) or binary classification for toxic/non-toxic outcomes (e.g., AMES mutagenicity, cardiotoxicity, hepatotoxicity). Dataset: ld50_zhu. (1) The molecule is O=c1c2ccccc2c(=O)c2c1ccc1[nH]c3c(ccc4c(=O)c5ccccc5c(=O)c43)[nH]c12. The rat oral LD50 is 2.35, given as -log10 of the dose in mol/kg body weight (higher means more acutely toxic). (2) The molecule is CP(=S)(Oc1ccccc1)Oc1ccc([N+](=O)[O-])cc1. The rat oral LD50 is 4.59, given as -log10 of the dose in mol/kg body weight (higher means more acutely toxic).